Dataset: Full USPTO retrosynthesis dataset with 1.9M reactions from patents (1976-2016). Task: Predict the reactants needed to synthesize the given product. (1) Given the product [CH3:1][C:2]1[CH:3]=[C:4]([N:9]([CH2:10][CH2:11][C:12]2[CH:13]=[N:14][C:15]([C:18]([F:21])([F:20])[F:19])=[CH:16][CH:17]=2)[C:30](=[O:31])[C:29]([C:26]2[CH:27]=[CH:28][C:23]([F:22])=[CH:24][CH:25]=2)=[O:33])[CH:5]=[CH:6][C:7]=1[CH3:8], predict the reactants needed to synthesize it. The reactants are: [CH3:1][C:2]1[CH:3]=[C:4]([NH:9][CH2:10][CH2:11][C:12]2[CH:13]=[N:14][C:15]([C:18]([F:21])([F:20])[F:19])=[CH:16][CH:17]=2)[CH:5]=[CH:6][C:7]=1[CH3:8].[F:22][C:23]1[CH:28]=[CH:27][C:26]([C:29](=[O:33])[C:30](O)=[O:31])=[CH:25][CH:24]=1.C(Cl)CCl. (2) Given the product [F:31][C:32]1[C:33]([C:41]([F:42])([F:43])[F:44])=[C:34]([C:35]([N:5]2[CH2:6][CH2:7][N:2]([C:8]3[S:9][C:10]([C:13]4[N:14]=[N:15][N:16]([CH2:18][C:19]([O:21][CH2:22][CH3:23])=[O:20])[N:17]=4)=[CH:11][N:12]=3)[CH2:3][CH2:4]2)=[O:36])[CH:38]=[CH:39][CH:40]=1, predict the reactants needed to synthesize it. The reactants are: Cl.[N:2]1([C:8]2[S:9][C:10]([C:13]3[N:14]=[N:15][N:16]([CH2:18][C:19]([O:21][CH2:22][CH3:23])=[O:20])[N:17]=3)=[CH:11][N:12]=2)[CH2:7][CH2:6][NH:5][CH2:4][CH2:3]1.C(N(CC)CC)C.[F:31][C:32]1[C:33]([C:41]([F:44])([F:43])[F:42])=[C:34]([CH:38]=[CH:39][CH:40]=1)[C:35](Cl)=[O:36]. (3) Given the product [F:10][C:11]([F:25])([F:24])[CH2:12][N:1]1[CH:5]=[C:4]([CH:6]=[O:7])[CH:3]=[N:2]1, predict the reactants needed to synthesize it. The reactants are: [NH:1]1[CH:5]=[C:4]([CH:6]=[O:7])[CH:3]=[N:2]1.[H-].[Na+].[F:10][C:11]([F:25])([F:24])[CH2:12]OS(C1C=CC(C)=CC=1)(=O)=O. (4) The reactants are: C[N:2](C)/[CH:3]=[CH:4]/[C:5]([C:7]1[C:12](=[O:13])[CH:11]=[CH:10][N:9]([C:14]2[CH:19]=[CH:18][CH:17]=[CH:16][CH:15]=2)[N:8]=1)=O.[Cl:21][C:22]1[C:31]2[C:26](=[CH:27][CH:28]=[CH:29][CH:30]=2)[C:25]([NH:32]N)=[CH:24][CH:23]=1. Given the product [Cl:21][C:22]1[C:31]2[C:26](=[CH:27][CH:28]=[CH:29][CH:30]=2)[C:25]([N:32]2[C:5]([C:7]3[C:12](=[O:13])[CH:11]=[CH:10][N:9]([C:14]4[CH:19]=[CH:18][CH:17]=[CH:16][CH:15]=4)[N:8]=3)=[CH:4][CH:3]=[N:2]2)=[CH:24][CH:23]=1, predict the reactants needed to synthesize it. (5) Given the product [OH:34][C@H:21]1[CH2:20][CH2:19][C@@:18]2([CH3:35])[CH:23]([CH2:24][CH2:25][C@:26]3([CH3:31])[CH:17]2[CH2:16][CH2:15][CH:14]2[C@@:27]3([CH3:30])[CH2:28][CH2:29][C:12]3([C:11]#[C:10][C:5]4[CH:6]=[CH:7][CH:8]=[CH:9][C:4]=4[C:3]([OH:42])=[O:2])[CH2:38][CH2:37][C@@H:36]([C:39]([CH3:41])=[CH2:40])[CH:13]32)[C:22]1([CH3:33])[CH3:32], predict the reactants needed to synthesize it. The reactants are: C[O:2][C:3](=[O:42])[C:4]1[CH:9]=[CH:8][CH:7]=[CH:6][C:5]=1[C:10]#[C:11][C:12]12[CH2:38][CH2:37][C@@H:36]([C:39]([CH3:41])=[CH2:40])[CH:13]1[CH:14]1[C@@:27]([CH3:30])([CH2:28][CH2:29]2)[C@@:26]2([CH3:31])[CH:17]([C@:18]3([CH3:35])[CH:23]([CH2:24][CH2:25]2)[C:22]([CH3:33])([CH3:32])[C@@H:21]([OH:34])[CH2:20][CH2:19]3)[CH2:16][CH2:15]1.[OH-].[Na+]. (6) Given the product [F:23][C:2]([F:1])([F:22])[C:3]1[CH:4]=[CH:5][C:6]([C:9]([N:11]2[CH2:16][CH2:15][CH:14]([C:17]([OH:19])=[O:18])[CH2:13][CH2:12]2)=[O:10])=[CH:7][CH:8]=1, predict the reactants needed to synthesize it. The reactants are: [F:1][C:2]([F:23])([F:22])[C:3]1[CH:8]=[CH:7][C:6]([C:9]([N:11]2[CH2:16][CH2:15][CH:14]([C:17]([O:19]CC)=[O:18])[CH2:13][CH2:12]2)=[O:10])=[CH:5][CH:4]=1.[OH-].[Na+]. (7) Given the product [Cl:1][C:2]1[CH:7]=[C:6]([N:15]2[CH2:16][CH2:17][CH:12]([C:11]([F:19])([F:18])[F:10])[CH2:13][CH2:14]2)[C:5]([F:9])=[CH:4][N:3]=1, predict the reactants needed to synthesize it. The reactants are: [Cl:1][C:2]1[CH:7]=[C:6](I)[C:5]([F:9])=[CH:4][N:3]=1.[F:10][C:11]([F:19])([F:18])[CH:12]1[CH2:17][CH2:16][NH:15][CH2:14][CH2:13]1.C(Cl)(Cl)Cl.C1C=CC(P(C2C(C3C(P(C4C=CC=CC=4)C4C=CC=CC=4)=CC=C4C=3C=CC=C4)=C3C(C=CC=C3)=CC=2)C2C=CC=CC=2)=CC=1.C(O[Na])(C)(C)C. (8) Given the product [Cl:30][C:31]1[CH:39]=[CH:38][C:34]([C:35]([N:14]([CH:13]2[CH:9]([C:4]3[CH:5]=[CH:6][C:7]([Cl:8])=[C:2]([Cl:1])[CH:3]=3)[CH2:10][N:11]([C:16]([CH:18]3[CH2:19][CH2:20][N:21]([C:24]([C:26]4([CH3:29])[CH2:28][CH2:27]4)=[O:25])[CH2:22][CH2:23]3)=[O:17])[CH2:12]2)[CH3:15])=[O:37])=[CH:33][C:32]=1[O:40][CH3:41], predict the reactants needed to synthesize it. The reactants are: [Cl:1][C:2]1[CH:3]=[C:4]([CH:9]2[CH:13]([NH:14][CH3:15])[CH2:12][N:11]([C:16]([CH:18]3[CH2:23][CH2:22][N:21]([C:24]([C:26]4([CH3:29])[CH2:28][CH2:27]4)=[O:25])[CH2:20][CH2:19]3)=[O:17])[CH2:10]2)[CH:5]=[CH:6][C:7]=1[Cl:8].[Cl:30][C:31]1[CH:39]=[CH:38][C:34]([C:35]([OH:37])=O)=[CH:33][C:32]=1[O:40][CH3:41]. (9) Given the product [Cl:1][C:2]1[CH:3]=[C:4]2[C:8](=[CH:9][CH:10]=1)[NH:7][CH:6]=[C:5]2[CH2:11][N:12]1[C:20]([C:21]2[N:25]([CH3:26])[CH:24]=[C:23]([C:27]([NH:40][CH:37]([CH3:39])[CH3:38])=[O:29])[CH:22]=2)=[C:19]2[C:14]([N:15]([CH2:33][CH:34]([CH3:36])[CH3:35])[C:16](=[O:32])[N:17]([CH3:31])[C:18]2=[O:30])=[N:13]1, predict the reactants needed to synthesize it. The reactants are: [Cl:1][C:2]1[CH:3]=[C:4]2[C:8](=[CH:9][CH:10]=1)[NH:7][CH:6]=[C:5]2[CH2:11][N:12]1[C:20]([C:21]2[N:25]([CH3:26])[CH:24]=[C:23]([C:27]([OH:29])=O)[CH:22]=2)=[C:19]2[C:14]([N:15]([CH2:33][CH:34]([CH3:36])[CH3:35])[C:16](=[O:32])[N:17]([CH3:31])[C:18]2=[O:30])=[N:13]1.[CH:37]([NH2:40])([CH3:39])[CH3:38].C(P(=O)(OCC)OCC)#N. (10) The reactants are: C(N)C1C=CC=CC=1.[CH:9]1([CH2:12][NH2:13])[CH2:11][CH2:10]1.[F:14][C:15]1[CH:38]=[CH:37][C:18]([CH2:19][N:20]([CH3:36])[C:21]2[N:26]=[C:25]([C:27]3[S:28][C:29]([C:33](O)=[O:34])=[C:30]([CH3:32])[N:31]=3)[CH:24]=[N:23][CH:22]=2)=[CH:17][CH:16]=1. Given the product [CH:9]1([CH2:12][NH:13][C:33]([C:29]2[S:28][C:27]([C:25]3[CH:24]=[N:23][CH:22]=[C:21]([N:20]([CH2:19][C:18]4[CH:37]=[CH:38][C:15]([F:14])=[CH:16][CH:17]=4)[CH3:36])[N:26]=3)=[N:31][C:30]=2[CH3:32])=[O:34])[CH2:11][CH2:10]1, predict the reactants needed to synthesize it.